The task is: Predict the reaction yield, written as a fraction of the theoretical maximum amount of product (1.0 means a 100% yield; for example, 0.34 means a 34% yield).. This data is from Reaction yield outcomes from USPTO patents with 853,638 reactions. (1) The reactants are [Br:1][C:2]1[CH:3]=[CH:4][C:5]([OH:10])=[C:6]([CH:9]=1)[CH:7]=[O:8].C([O-])([O-])=O.[K+].[K+].Br[CH2:18][CH2:19][O:20][Si:21]([C:24]([CH3:27])([CH3:26])[CH3:25])([CH3:23])[CH3:22].O. The catalyst is CN(C)C=O. The product is [Br:1][C:2]1[CH:3]=[CH:4][C:5]([O:10][CH2:18][CH2:19][O:20][Si:21]([C:24]([CH3:27])([CH3:26])[CH3:25])([CH3:23])[CH3:22])=[C:6]([CH:9]=1)[CH:7]=[O:8]. The yield is 1.00. (2) The reactants are [C:1]1([CH3:13])[CH:6]=[C:5]([CH3:7])[CH:4]=[C:3]([CH3:8])[C:2]=1S(Cl)(=O)=O.CCN(CC)CC.[N:21]1[CH:26]=[CH:25][CH:24]=[CH:23][C:22]=1[O:27][CH2:28][CH:29]([OH:32])[CH2:30][OH:31].O. The catalyst is CN(C1C=CN=CC=1)C.C1(C)C=CC=CC=1. The product is [C:1]1([CH3:13])[CH:6]=[C:5]([CH3:7])[CH:4]=[C:3]([CH3:8])[C:2]=1[O:31][CH2:30][CH:29]([OH:32])[CH2:28][O:27][C:22]1[CH:23]=[CH:24][CH:25]=[CH:26][N:21]=1. The yield is 0.710. (3) The reactants are O1CCCCC1[O:7][CH:8]1[CH2:13][NH:12][C:11](=[O:14])[N:10]2[C:15]3[N:21]=[CH:20][CH:19]=[C:18]([O:22][CH3:23])[C:16]=3[CH:17]=[C:9]12. The catalyst is C(Cl)Cl. The product is [OH:7][CH:8]1[CH2:13][NH:12][C:11](=[O:14])[N:10]2[C:15]3[N:21]=[CH:20][CH:19]=[C:18]([O:22][CH3:23])[C:16]=3[CH:17]=[C:9]12. The yield is 0.950. (4) The reactants are [H-].[Na+].[NH2:3][C:4]1[CH:9]=[CH:8][C:7]([SH:10])=[CH:6][CH:5]=1.[Cl:11][C:12]1[N:17]=[C:16](Cl)[CH:15]=[CH:14][N:13]=1. The catalyst is O1CCCC1.C(OCC)(=O)C. The product is [Cl:11][C:12]1[N:17]=[C:16]([S:10][C:7]2[CH:8]=[CH:9][C:4]([NH2:3])=[CH:5][CH:6]=2)[CH:15]=[CH:14][N:13]=1. The yield is 0.750.